This data is from NCI-60 drug combinations with 297,098 pairs across 59 cell lines. The task is: Regression. Given two drug SMILES strings and cell line genomic features, predict the synergy score measuring deviation from expected non-interaction effect. (1) Drug 1: COC1=CC(=CC(=C1O)OC)C2C3C(COC3=O)C(C4=CC5=C(C=C24)OCO5)OC6C(C(C7C(O6)COC(O7)C8=CC=CS8)O)O. Drug 2: CC=C1C(=O)NC(C(=O)OC2CC(=O)NC(C(=O)NC(CSSCCC=C2)C(=O)N1)C(C)C)C(C)C. Cell line: SK-MEL-2. Synergy scores: CSS=77.4, Synergy_ZIP=-10.1, Synergy_Bliss=-15.4, Synergy_Loewe=-14.7, Synergy_HSA=-11.7. (2) Drug 1: C1=CC(=CC=C1CCCC(=O)O)N(CCCl)CCCl. Drug 2: CCC1(C2=C(COC1=O)C(=O)N3CC4=CC5=C(C=CC(=C5CN(C)C)O)N=C4C3=C2)O.Cl. Cell line: SN12C. Synergy scores: CSS=44.8, Synergy_ZIP=-14.2, Synergy_Bliss=-3.78, Synergy_Loewe=-22.5, Synergy_HSA=0.136. (3) Drug 1: C1=CC(=CC=C1CCCC(=O)O)N(CCCl)CCCl. Drug 2: C1CC(C1)(C(=O)O)C(=O)O.[NH2-].[NH2-].[Pt+2]. Cell line: 786-0. Synergy scores: CSS=67.0, Synergy_ZIP=-2.07, Synergy_Bliss=-5.14, Synergy_Loewe=-8.55, Synergy_HSA=-0.722. (4) Drug 1: CNC(=O)C1=NC=CC(=C1)OC2=CC=C(C=C2)NC(=O)NC3=CC(=C(C=C3)Cl)C(F)(F)F. Drug 2: CS(=O)(=O)OCCCCOS(=O)(=O)C. Cell line: SK-OV-3. Synergy scores: CSS=-9.11, Synergy_ZIP=3.06, Synergy_Bliss=-2.60, Synergy_Loewe=-10.1, Synergy_HSA=-10.7.